From a dataset of Forward reaction prediction with 1.9M reactions from USPTO patents (1976-2016). Predict the product of the given reaction. The product is: [ClH:1].[CH3:34][N:7]([CH3:6])[C:8]1([C:27]2[CH:32]=[CH:31][CH:30]=[C:29]([F:33])[CH:28]=2)[CH2:13][CH2:12][CH:11]([CH2:14][C:15]([NH:17][CH2:18][CH2:19][CH2:20][C:21]2[CH:22]=[CH:23][CH:24]=[CH:25][CH:26]=2)=[O:16])[CH2:10][CH2:9]1. Given the reactants [Cl:1][Si](C)(C)C.[CH3:6][N:7]([CH3:34])[C:8]1([C:27]2[CH:32]=[CH:31][CH:30]=[C:29]([F:33])[CH:28]=2)[CH2:13][CH2:12][CH:11]([CH2:14][C:15]([NH:17][CH2:18][CH2:19][CH2:20][C:21]2[CH:26]=[CH:25][CH:24]=[CH:23][CH:22]=2)=[O:16])[CH2:10][CH2:9]1.CCOCC, predict the reaction product.